This data is from Full USPTO retrosynthesis dataset with 1.9M reactions from patents (1976-2016). The task is: Predict the reactants needed to synthesize the given product. Given the product [CH:1]1([NH:9][C:31]([C:19]2[CH:24]=[C:23]([C:25]([NH:9][CH:1]3[CH2:8][CH2:7][CH2:6][CH2:5][CH2:4][CH2:3][CH2:2]3)=[O:26])[CH:22]=[C:21]([C:28]([NH:13][CH:17]3[CH2:16][CH2:15][CH2:14][CH2:3][CH2:2][CH2:1][CH2:8]3)=[O:29])[CH:20]=2)=[O:32])[CH2:8][CH2:7][CH2:6][CH2:5][CH2:4][CH2:3][CH2:2]1, predict the reactants needed to synthesize it. The reactants are: [CH:1]1([NH2:9])[CH2:8][CH2:7][CH2:6][CH2:5][CH2:4][CH2:3][CH2:2]1.[Li+].[Cl-].C[N:13]1[C:17](=O)[CH2:16][CH2:15][CH2:14]1.[C:19]1([C:31](Cl)=[O:32])[CH:24]=[C:23]([C:25](Cl)=[O:26])[CH:22]=[C:21]([C:28](Cl)=[O:29])[CH:20]=1.